Task: Predict the reactants needed to synthesize the given product.. Dataset: Full USPTO retrosynthesis dataset with 1.9M reactions from patents (1976-2016) (1) The reactants are: [Br:1][C:2]1[N:3]=[C:4]([NH:16][CH2:17][C@@H:18]([NH:30]C(=O)OC(C)(C)C)[CH2:19][C:20]2[CH:25]=[CH:24][C:23]([C:26]([F:29])([F:28])[F:27])=[CH:22][CH:21]=2)[S:5][C:6]=1[C:7]1[S:8][C:9]2[CH:10]=[N:11][CH:12]=[CH:13][C:14]=2[N:15]=1.C(O)(C(F)(F)F)=O.CO. Given the product [NH2:30][C@@H:18]([CH2:19][C:20]1[CH:25]=[CH:24][C:23]([C:26]([F:27])([F:29])[F:28])=[CH:22][CH:21]=1)[CH2:17][NH:16][C:4]1[S:5][C:6]([C:7]2[S:8][C:9]3[CH:10]=[N:11][CH:12]=[CH:13][C:14]=3[N:15]=2)=[C:2]([Br:1])[N:3]=1, predict the reactants needed to synthesize it. (2) Given the product [NH:13]1[C:14]2[C:15](=[N:16][CH:17]=[CH:18][CH:19]=2)[C:11]([C:8]2[CH2:9][CH2:10][C:5](=[O:4])[CH2:6][CH:7]=2)=[CH:12]1, predict the reactants needed to synthesize it. The reactants are: O1[C:5]2([CH2:10][CH2:9][C:8]([C:11]3[C:15]4=[N:16][CH:17]=[CH:18][CH:19]=[C:14]4[NH:13][CH:12]=3)=[CH:7][CH2:6]2)[O:4]CC1.